From a dataset of Catalyst prediction with 721,799 reactions and 888 catalyst types from USPTO. Predict which catalyst facilitates the given reaction. (1) Product: [ClH:1].[Cl:1][C:2]1[N:3]=[CH:4][C:5]2[N:19]=[N:20][N:8]([C:9]3[CH:10]=[C:11]4[C:16](=[CH:17][CH:18]=3)[N:15]=[CH:14][CH:13]=[CH:12]4)[C:6]=2[N:7]=1. The catalyst class is: 33. Reactant: [Cl:1][C:2]1[N:7]=[C:6]([NH:8][C:9]2[CH:10]=[C:11]3[C:16](=[CH:17][CH:18]=2)[N:15]=[CH:14][CH:13]=[CH:12]3)[C:5]([NH2:19])=[CH:4][N:3]=1.[N:20]([O-])=O.[Na+]. (2) Reactant: [NH2:1][C:2]1[N:10]=[C:9]([CH2:11][CH2:12][CH2:13][CH2:14][OH:15])[N:8]=[C:7]2[C:3]=1[N:4]=[C:5](Br)[N:6]2[CH3:16].C([O-])([O-])=O.[Cs+].[Cs+].[NH:24]1[CH:28]=[CH:27][N:26]=[N:25]1. Product: [NH2:1][C:2]1[N:10]=[C:9]([CH2:11][CH2:12][CH2:13][CH2:14][OH:15])[N:8]=[C:7]2[C:3]=1[N:4]=[C:5]([N:25]1[N:26]=[CH:27][CH:28]=[N:24]1)[N:6]2[CH3:16]. The catalyst class is: 3. (3) Reactant: [OH:1][CH:2]1[CH2:7][CH2:6][O:5][CH2:4][CH2:3]1.[H-].[Na+].[Br:10][C:11]1[CH:12]=[C:13]([N:18]2[CH2:23][CH2:22][O:21][CH2:20][CH2:19]2)[C:14](F)=[N:15][CH:16]=1. Product: [Br:10][C:11]1[CH:12]=[C:13]([N:18]2[CH2:23][CH2:22][O:21][CH2:20][CH2:19]2)[C:14]([O:1][CH:2]2[CH2:7][CH2:6][O:5][CH2:4][CH2:3]2)=[N:15][CH:16]=1. The catalyst class is: 12. (4) Reactant: [CH2:1]([O:3][C:4]([C:6]1[CH:7]2[N:23]([CH3:24])[CH:11]([CH2:12][C:13]=1[C:14]1[O:18][N:17]=[C:16]([CH2:19][CH2:20][CH2:21][OH:22])[CH:15]=1)[CH2:10][N:9]([C:25]([O:27][C:28]([CH3:31])([CH3:30])[CH3:29])=[O:26])[CH2:8]2)=[O:5])[CH3:2].N1C=CN=C1.[CH3:37][C:38]([Si:41](Cl)([CH3:43])[CH3:42])([CH3:40])[CH3:39]. Product: [CH2:1]([O:3][C:4]([C:6]1[CH:7]2[N:23]([CH3:24])[CH:11]([CH2:12][C:13]=1[C:14]1[O:18][N:17]=[C:16]([CH2:19][CH2:20][CH2:21][O:22][Si:41]([C:38]([CH3:40])([CH3:39])[CH3:37])([CH3:43])[CH3:42])[CH:15]=1)[CH2:10][N:9]([C:25]([O:27][C:28]([CH3:30])([CH3:29])[CH3:31])=[O:26])[CH2:8]2)=[O:5])[CH3:2]. The catalyst class is: 31. (5) Reactant: [CH2:1]([O:8][CH2:9][C:10](=O)[CH3:11])[C:2]1[CH:7]=[CH:6][CH:5]=[CH:4][CH:3]=1.[C-:13]#[N:14].[Na+].[NH4+:16].[Cl-].N. Product: [NH2:16][C:10]([CH3:11])([CH2:9][O:8][CH2:1][C:2]1[CH:7]=[CH:6][CH:5]=[CH:4][CH:3]=1)[C:13]#[N:14]. The catalyst class is: 138. (6) Reactant: [Cl:1][CH2:2][C:3]([C:5]1[CH:10]=[CH:9][CH:8]=[CH:7][CH:6]=1)=[O:4].[CH2:11]([C:13]1[CH:14]=[C:15]([NH:19][CH:20]([C:32]2[CH:33]=[N:34][C:35]([O:38][CH3:39])=[CH:36][CH:37]=2)[C:21]([O:23][C@@H:24]2[CH:29]3[CH2:30][CH2:31][N:26]([CH2:27][CH2:28]3)[CH2:25]2)=[O:22])[CH:16]=[CH:17][CH:18]=1)[CH3:12]. Product: [Cl-:1].[CH2:11]([C:13]1[CH:14]=[C:15]([NH:19][CH:20]([C:32]2[CH:33]=[N:34][C:35]([O:38][CH3:39])=[CH:36][CH:37]=2)[C:21]([O:23][C@@H:24]2[CH:29]3[CH2:28][CH2:27][N+:26]([CH2:2][C:3](=[O:4])[C:5]4[CH:10]=[CH:9][CH:8]=[CH:7][CH:6]=4)([CH2:31][CH2:30]3)[CH2:25]2)=[O:22])[CH:16]=[CH:17][CH:18]=1)[CH3:12]. The catalyst class is: 25. (7) Reactant: [CH3:1][C:2]1[CH:3]=[C:4]([CH:7]=[CH:8][C:9]=1[N+:10]([O-:12])=[O:11])[CH2:5]Cl.[I:13][C:14]1[C:15]([C:19]([F:22])([F:21])[F:20])=[N:16][NH:17][CH:18]=1.C(=O)([O-])[O-].[K+].[K+]. Product: [I:13][C:14]1[C:15]([C:19]([F:22])([F:21])[F:20])=[N:16][N:17]([CH2:5][C:4]2[CH:7]=[CH:8][C:9]([N+:10]([O-:12])=[O:11])=[C:2]([CH3:1])[CH:3]=2)[CH:18]=1. The catalyst class is: 39. (8) Reactant: [F:1][C:2]1[CH:3]=[CH:4][C:5]([N+:16]([O-])=O)=[C:6]([NH:8][C:9]2[CH:14]=[CH:13][C:12]([F:15])=[CH:11][N:10]=2)[CH:7]=1. Product: [F:1][C:2]1[CH:7]=[C:6]([NH:8][C:9]2[CH:14]=[CH:13][C:12]([F:15])=[CH:11][N:10]=2)[C:5]([NH2:16])=[CH:4][CH:3]=1. The catalyst class is: 25. (9) Reactant: [NH2:1][C:2]1[CH:11]=[CH:10][CH:9]=[CH:8][C:3]=1[C:4]([O:6][CH3:7])=[O:5].[S:12](Cl)([C:15]1[CH:21]=[CH:20][C:18]([CH3:19])=[CH:17][CH:16]=1)(=[O:14])=[O:13]. Product: [CH3:19][C:18]1[CH:20]=[CH:21][C:15]([S:12]([NH:1][C:2]2[CH:11]=[CH:10][CH:9]=[CH:8][C:3]=2[C:4]([O:6][CH3:7])=[O:5])(=[O:14])=[O:13])=[CH:16][CH:17]=1. The catalyst class is: 17.